From a dataset of Full USPTO retrosynthesis dataset with 1.9M reactions from patents (1976-2016). Predict the reactants needed to synthesize the given product. (1) Given the product [CH:2]1[CH:28]=[C:27]2[C:45]([C:43]3[C:42]([NH:48][C:5]2=[CH:4][CH:3]=1)=[CH:41][C:37]1[C:38]([C:57]2[C:34]([NH:35][C:36]=1[CH:44]=3)=[CH:33][CH:32]=[CH:31][CH:58]=2)=[O:40])=[O:47], predict the reactants needed to synthesize it. The reactants are: Cl[C:2]1[CH:28]=[CH:27][C:5](N[C:2]2[CH:28]=[C:27](C(O)=O)[C:5](N[C:2]3[CH:28]=[CH:27][C:5](Cl)=[CH:4][CH:3]=3)=[CH:4][C:3]=2C(O)=O)=[CH:4][CH:3]=1.CO[C:31]1[CH:58]=[CH:57][C:34]([NH:35][C:36]2[CH:44]=[C:43]([C:45]([OH:47])=O)[C:42]([NH:48]C3C=CC(OC)=CC=3)=[CH:41][C:37]=2[C:38]([OH:40])=O)=[CH:33][CH:32]=1.CO.O. (2) Given the product [OH:1][C:2]1[CH:7]=[C:6]([N:8]2[CH2:13][CH2:12][O:11][CH2:10][CH2:9]2)[CH:5]=[C:4]2[C:3]=1[C:15](=[O:17])[CH:16]=[C:30]([C:29]1[CH:33]=[CH:34][C:26]([C:24]#[N:25])=[CH:27][CH:28]=1)[O:14]2, predict the reactants needed to synthesize it. The reactants are: [OH:1][C:2]1[CH:7]=[C:6]([N:8]2[CH2:13][CH2:12][O:11][CH2:10][CH2:9]2)[CH:5]=[C:4]([OH:14])[C:3]=1[C:15](=[O:17])[CH3:16].C([O-])([O-])=O.[K+].[K+].[C:24]([C:26]1[CH:34]=[CH:33][C:29]([C:30](Cl)=O)=[CH:28][CH:27]=1)#[N:25].O.